Dataset: Catalyst prediction with 721,799 reactions and 888 catalyst types from USPTO. Task: Predict which catalyst facilitates the given reaction. (1) Reactant: [NH2:1][C:2]1[C:10]2[C:5](=[N:6][CH:7]=[C:8]([C:11]3[CH:25]=[CH:24][C:14]([CH2:15][NH:16]C(=O)OC(C)(C)C)=[CH:13][CH:12]=3)[CH:9]=2)[NH:4][N:3]=1.Cl. Product: [NH2:16][CH2:15][C:14]1[CH:24]=[CH:25][C:11]([C:8]2[CH:9]=[C:10]3[C:2]([NH2:1])=[N:3][NH:4][C:5]3=[N:6][CH:7]=2)=[CH:12][CH:13]=1. The catalyst class is: 12. (2) Reactant: C([O:8][C:9]([N:11]1[CH2:16][CH2:15][CH:14]([C:17]2[CH:21]=[C:20]([C:22]3[CH:27]=[CH:26][C:25]([O:28]C(=O)C)=[CH:24][CH:23]=3)[N:19]([C:32]3[CH:37]=[CH:36][C:35]([O:38]C(=O)C)=[CH:34][CH:33]=3)[N:18]=2)[CH2:13][CH2:12]1)=O)C1C=CC=CC=1.ClC(Cl)(OC(=O)OC(Cl)(Cl)Cl)Cl.C(N(CC)CC)C.Cl.[CH3:62][NH:63][OH:64].C(=O)([O-])[O-].[K+].[K+]. Product: [OH:38][C:35]1[CH:34]=[CH:33][C:32]([N:19]2[C:20]([C:22]3[CH:23]=[CH:24][C:25]([OH:28])=[CH:26][CH:27]=3)=[CH:21][C:17]([CH:14]3[CH2:15][CH2:16][N:11]([C:9](=[O:8])[N:63]([OH:64])[CH3:62])[CH2:12][CH2:13]3)=[N:18]2)=[CH:37][CH:36]=1. The catalyst class is: 111. (3) Reactant: [CH3:1][N:2]1[C:10]2[CH:9]=[CH:8][CH:7]=[C:6]([NH2:11])[C:5]=2[CH:4]=[N:3]1.[C:12](Cl)(Cl)=[O:13].[Cl:16][C:17]1[CH:24]=[CH:23][C:20]([CH2:21][NH2:22])=[CH:19][CH:18]=1. Product: [Cl:16][C:17]1[CH:24]=[CH:23][C:20]([CH2:21][NH:22][C:12]([NH:11][C:6]2[CH:7]=[CH:8][CH:9]=[C:10]3[C:5]=2[CH:4]=[N:3][N:2]3[CH3:1])=[O:13])=[CH:19][CH:18]=1. The catalyst class is: 11.